Dataset: Full USPTO retrosynthesis dataset with 1.9M reactions from patents (1976-2016). Task: Predict the reactants needed to synthesize the given product. (1) Given the product [CH2:1]([O:3][C:4]1[CH:9]=[C:8]([B:20]([OH:25])[OH:21])[CH:7]=[CH:6][C:5]=1[O:11][CH:12]([CH3:14])[CH3:13])[CH3:2], predict the reactants needed to synthesize it. The reactants are: [CH2:1]([O:3][C:4]1[CH:9]=[C:8](I)[CH:7]=[CH:6][C:5]=1[O:11][CH:12]([CH3:14])[CH3:13])[CH3:2].[Li]CCCC.[B:20](OC(C)C)([O:25]C(C)C)[O:21]C(C)C. (2) Given the product [NH2:9][C:4]1[N:5]=[C:6]([CH3:8])[N:7]=[C:2]([N:13]2[CH2:14][CH2:15][N:10]([CH2:16][CH2:17][OH:18])[CH2:11][CH2:12]2)[CH:3]=1, predict the reactants needed to synthesize it. The reactants are: Cl[C:2]1[N:7]=[C:6]([CH3:8])[N:5]=[C:4]([NH2:9])[CH:3]=1.[N:10]1([CH2:16][CH2:17][OH:18])[CH2:15][CH2:14][NH:13][CH2:12][CH2:11]1.CCN(C(C)C)C(C)C. (3) Given the product [Cl:21][CH2:13][CH2:14][CH2:15][CH2:16][C:17]([NH:10][CH:8]([C:5]1[CH:6]=[CH:7][C:2]([F:1])=[CH:3][CH:4]=1)[CH3:9])=[O:18], predict the reactants needed to synthesize it. The reactants are: [F:1][C:2]1[CH:7]=[CH:6][C:5]([CH:8]([NH2:10])[CH3:9])=[CH:4][CH:3]=1.ClC[CH2:13][CH2:14][CH2:15][CH2:16][C:17](Cl)=[O:18].C(Cl)[Cl:21]. (4) Given the product [NH2:13][C:14]1[C:19]([C:20]([C:22]2[C:27]([O:28][CH3:29])=[CH:26][CH:25]=[C:24]([F:30])[C:23]=2[F:31])=[O:21])=[CH:18][N:17]=[C:16]([NH:1][CH:2]2[CH2:7][CH2:6][N:5]([S:8]([CH3:11])(=[O:10])=[O:9])[CH2:4][CH:3]2[OH:12])[N:15]=1, predict the reactants needed to synthesize it. The reactants are: [NH2:1][CH:2]1[CH2:7][CH2:6][N:5]([S:8]([CH3:11])(=[O:10])=[O:9])[CH2:4][CH:3]1[OH:12].[NH2:13][C:14]1[C:19]([C:20]([C:22]2[C:27]([O:28][CH3:29])=[CH:26][CH:25]=[C:24]([F:30])[C:23]=2[F:31])=[O:21])=[CH:18][N:17]=[C:16](Cl)[N:15]=1.C(N(C(C)C)CC)(C)C. (5) Given the product [C:1]12([NH:11][CH2:15][C:14]3[C:17]([F:24])=[C:18]([F:23])[C:19]([OH:22])=[C:20]([F:21])[C:13]=3[F:12])[CH2:8][CH:7]3[CH2:6][CH:5]([CH2:4][CH:3]([CH2:9]3)[CH2:2]1)[CH2:10]2, predict the reactants needed to synthesize it. The reactants are: [C:1]12([NH2:11])[CH2:10][CH:5]3[CH2:6][CH:7]([CH2:9][CH:3]([CH2:4]3)[CH2:2]1)[CH2:8]2.[F:12][C:13]1[C:20]([F:21])=[C:19]([OH:22])[C:18]([F:23])=[C:17]([F:24])[C:14]=1[CH:15]=O. (6) Given the product [CH2:1]([N:8]1[C:16]2[C:11](=[CH:12][CH:13]=[CH:14][CH:15]=2)[C:10]([CH2:17][Cl:19])=[N:9]1)[C:2]1[CH:7]=[CH:6][CH:5]=[CH:4][CH:3]=1, predict the reactants needed to synthesize it. The reactants are: [CH2:1]([N:8]1[C:16]2[C:11](=[CH:12][CH:13]=[CH:14][CH:15]=2)[C:10]([CH2:17]O)=[N:9]1)[C:2]1[CH:7]=[CH:6][CH:5]=[CH:4][CH:3]=1.[ClH:19]. (7) The reactants are: [CH2:1]([O:8][C:9](=[O:17])[C@@H:10]([CH3:16])[NH:11][O:12][CH2:13][CH:14]=[CH2:15])[C:2]1[CH:7]=[CH:6][CH:5]=[CH:4][CH:3]=1.CCN(CC)CC.[Br:25][CH2:26][C:27](Br)=[O:28]. Given the product [CH2:1]([O:8][C:9](=[O:17])[C@@H:10]([CH3:16])[N:11]([C:27](=[O:28])[CH2:26][Br:25])[O:12][CH2:13][CH:14]=[CH2:15])[C:2]1[CH:7]=[CH:6][CH:5]=[CH:4][CH:3]=1, predict the reactants needed to synthesize it.